Dataset: Catalyst prediction with 721,799 reactions and 888 catalyst types from USPTO. Task: Predict which catalyst facilitates the given reaction. (1) Reactant: [Cl:1][C:2]1[CH:3]=[C:4]2[C:9](=[CH:10][C:11]=1[C:12]([N:14]1[CH2:18][CH2:17][CH2:16][CH2:15]1)=[O:13])[N:8]=[CH:7][N:6]=[C:5]2[NH:19][CH:20]([C:26]1[N:30](C(OC(C)(C)C)=O)[C:29]2[CH:38]=[CH:39][C:40]([Cl:42])=[CH:41][C:28]=2[N:27]=1)[CH2:21][CH2:22][C:23](O)=[O:24].N[CH:44]([OH:46])[CH3:45].C[N:48](C(ON1N=NC2C=CC=CC1=2)=[N+](C)C)C.[B-](F)(F)(F)F.FC(F)(F)C(O)=O. Product: [Cl:1][C:2]1[CH:3]=[C:4]2[C:9](=[CH:10][C:11]=1[C:12]([N:14]1[CH2:18][CH2:17][CH2:16][CH2:15]1)=[O:13])[N:8]=[CH:7][N:6]=[C:5]2[NH:19][CH:20]([C:26]1[NH:30][C:29]2[CH:38]=[CH:39][C:40]([Cl:42])=[CH:41][C:28]=2[N:27]=1)[CH2:21][CH2:22][C:23]([NH:48][CH2:45][CH2:44][OH:46])=[O:24]. The catalyst class is: 783. (2) Reactant: [C:1]([O:5][C:6](=[O:21])[NH:7][C@H:8]([C@@H:18]1[CH2:20][O:19]1)[CH2:9][C:10]1[CH:15]=[C:14]([F:16])[CH:13]=[C:12]([F:17])[CH:11]=1)([CH3:4])([CH3:3])[CH3:2].[CH3:22][C:23]1([CH3:40])[N:27]([C:28](=[O:32])[CH2:29][CH2:30][CH3:31])[C@H:26]2[C:33]3[CH:34]=[CH:35][CH:36]=[CH:37][C:38]=3[CH2:39][C@H:25]2[O:24]1.[Li]CCCC. Product: [C:1]([O:5][C:6](=[O:21])[NH:7][C@@H:8]([CH2:9][C:10]1[CH:15]=[C:14]([F:16])[CH:13]=[C:12]([F:17])[CH:11]=1)[C@@H:18]([OH:19])[CH2:20][C@H:29]([C:28]([N:27]1[C@H:26]2[C:33]3[CH:34]=[CH:35][CH:36]=[CH:37][C:38]=3[CH2:39][C@H:25]2[O:24][C:23]1([CH3:22])[CH3:40])=[O:32])[CH2:30][CH3:31])([CH3:4])([CH3:3])[CH3:2]. The catalyst class is: 1. (3) Reactant: [I:1][C:2]1[CH:7]=[CH:6][C:5]([OH:8])=[C:4]([CH3:9])[CH:3]=1.N1C=CN=C1.[Si:15](Cl)([C:18]([CH3:21])([CH3:20])[CH3:19])([CH3:17])[CH3:16]. Product: [I:1][C:2]1[CH:7]=[CH:6][C:5]([O:8][Si:15]([C:18]([CH3:21])([CH3:20])[CH3:19])([CH3:17])[CH3:16])=[C:4]([CH3:9])[CH:3]=1. The catalyst class is: 9. (4) Reactant: Br[C:2]1[CH:7]=[CH:6][C:5]([Cl:8])=[C:4]([C:9]([F:12])([F:11])[F:10])[CH:3]=1.C(=O)([O-])[O-].[K+].[K+].[F:19][C:20]1[CH:32]=[C:31](B2OC(C)(C)C(C)(C)O2)[C:30]([CH3:42])=[CH:29][C:21]=1[C:22]([NH:24][S:25]([CH3:28])(=[O:27])=[O:26])=[O:23]. Product: [Cl:8][C:5]1[CH:6]=[CH:7][C:2]([C:31]2[CH:32]=[C:20]([F:19])[C:21]([C:22]([NH:24][S:25]([CH3:28])(=[O:26])=[O:27])=[O:23])=[CH:29][C:30]=2[CH3:42])=[CH:3][C:4]=1[C:9]([F:12])([F:11])[F:10]. The catalyst class is: 73. (5) Reactant: [CH2:1]([O:3][C:4]([C:6]1([C:9]2[CH:14]=[CH:13][C:12]([C:15]3[CH:20]=[CH:19][C:18]([C:21]4[O:25][N:24]=[C:23]([CH3:26])[C:22]=4[CH:27]([C:29]4[N:30]=[N:31][N:32]([CH2:34][C:35]5[CH:40]=[CH:39][CH:38]=[CH:37][CH:36]=5)[CH:33]=4)O)=[CH:17][CH:16]=3)=[CH:11][CH:10]=2)[CH2:8][CH2:7]1)=[O:5])[CH3:2].C([SiH](CC)CC)C.FC(F)(F)S(O)(=O)=O. Product: [CH2:1]([O:3][C:4]([C:6]1([C:9]2[CH:10]=[CH:11][C:12]([C:15]3[CH:20]=[CH:19][C:18]([C:21]4[O:25][N:24]=[C:23]([CH3:26])[C:22]=4[CH2:27][C:29]4[N:30]=[N:31][N:32]([CH2:34][C:35]5[CH:40]=[CH:39][CH:38]=[CH:37][CH:36]=5)[CH:33]=4)=[CH:17][CH:16]=3)=[CH:13][CH:14]=2)[CH2:8][CH2:7]1)=[O:5])[CH3:2]. The catalyst class is: 2. (6) Reactant: [CH3:1][N:2]=[C:3]([N:6]1[C@@H:11]([C:12]2[CH:16]=[C:15]([C:17]3[CH:22]=[CH:21][CH:20]=[C:19]([CH3:23])[CH:18]=3)[O:14][N:13]=2)[CH2:10][C@@H:9]2[C@H:7]1[CH2:8]2)SC.[CH3:24][N:25]1[CH:30]=[CH:29][C:28]([C:31]([NH:33][NH2:34])=O)=[CH:27][C:26]1=[O:35]. Product: [CH3:24][N:25]1[CH:30]=[CH:29][C:28]([C:31]2[N:2]([CH3:1])[C:3]([N:6]3[C@@H:11]([C:12]4[CH:16]=[C:15]([C:17]5[CH:22]=[CH:21][CH:20]=[C:19]([CH3:23])[CH:18]=5)[O:14][N:13]=4)[CH2:10][C@@H:9]4[C@H:7]3[CH2:8]4)=[N:34][N:33]=2)=[CH:27][C:26]1=[O:35]. The catalyst class is: 16.